This data is from Peptide-MHC class I binding affinity with 185,985 pairs from IEDB/IMGT. The task is: Regression. Given a peptide amino acid sequence and an MHC pseudo amino acid sequence, predict their binding affinity value. This is MHC class I binding data. (1) The MHC is HLA-B15:09 with pseudo-sequence HLA-B15:09. The peptide sequence is KELNIGRTF. The binding affinity (normalized) is 0.0847. (2) The peptide sequence is QYGSFCTQL. The MHC is HLA-A24:02 with pseudo-sequence HLA-A24:02. The binding affinity (normalized) is 0. (3) The peptide sequence is FLEFEALGFL. The MHC is HLA-A02:17 with pseudo-sequence HLA-A02:17. The binding affinity (normalized) is 0.568. (4) The peptide sequence is KMSEYKGPV. The MHC is HLA-A26:01 with pseudo-sequence HLA-A26:01. The binding affinity (normalized) is 0.0847. (5) The peptide sequence is QQLYTSPSF. The MHC is HLA-A02:03 with pseudo-sequence HLA-A02:03. The binding affinity (normalized) is 0.0847.